The task is: Predict the reactants needed to synthesize the given product.. This data is from Full USPTO retrosynthesis dataset with 1.9M reactions from patents (1976-2016). (1) Given the product [NH2:19][C:18]1[C:2]([CH3:1])=[C:3]([CH:15]=[CH:16][CH:17]=1)[CH2:4][C:5]1([C:8]([O:10][C:11]([CH3:14])([CH3:13])[CH3:12])=[O:9])[CH2:7][CH2:6]1, predict the reactants needed to synthesize it. The reactants are: [CH3:1][C:2]1[C:18]([N+:19]([O-])=O)=[CH:17][CH:16]=[CH:15][C:3]=1[CH2:4][C:5]1([C:8]([O:10][C:11]([CH3:14])([CH3:13])[CH3:12])=[O:9])[CH2:7][CH2:6]1. (2) Given the product [Br:22][CH2:18][C:16]1[CH:15]=[CH:14][C:13]([I:19])=[C:12]([C:3]([O:8][CH2:9][O:10][CH3:11])([C:4]([F:7])([F:6])[F:5])[C:2]([F:1])([F:20])[F:21])[CH:17]=1, predict the reactants needed to synthesize it. The reactants are: [F:1][C:2]([F:21])([F:20])[C:3]([C:12]1[CH:17]=[C:16]([CH3:18])[CH:15]=[CH:14][C:13]=1[I:19])([O:8][CH2:9][O:10][CH3:11])[C:4]([F:7])([F:6])[F:5].[Br:22]N1C(=O)CCC1=O. (3) Given the product [C:1]([O:5][C:6]([N:8]1[CH2:13][CH2:12][CH:11]([N:14]([CH:24]2[CH2:26][CH2:25]2)[C:15]([C:16]2[CH:21]=[CH:20][C:19]([C:34]3[CH:35]=[CH:36][C:31]([C:29]([OH:30])=[O:28])=[N:32][CH:33]=3)=[CH:18][CH:17]=2)=[O:23])[CH2:10][CH2:9]1)=[O:7])([CH3:4])([CH3:3])[CH3:2], predict the reactants needed to synthesize it. The reactants are: [C:1]([O:5][C:6]([N:8]1[CH2:13][CH2:12][CH:11]([N:14]([CH:24]2[CH2:26][CH2:25]2)[C:15](=[O:23])[C:16]2[CH:21]=[CH:20][C:19](I)=[CH:18][CH:17]=2)[CH2:10][CH2:9]1)=[O:7])([CH3:4])([CH3:3])[CH3:2].C[O:28][C:29]([C:31]1[CH:36]=[CH:35][C:34](B(O)O)=[CH:33][N:32]=1)=[O:30].